Dataset: NCI-60 drug combinations with 297,098 pairs across 59 cell lines. Task: Regression. Given two drug SMILES strings and cell line genomic features, predict the synergy score measuring deviation from expected non-interaction effect. Drug 1: C1CCC(CC1)NC(=O)N(CCCl)N=O. Drug 2: C1CN(CCN1C(=O)CCBr)C(=O)CCBr. Cell line: HOP-62. Synergy scores: CSS=25.4, Synergy_ZIP=-3.97, Synergy_Bliss=9.04, Synergy_Loewe=-2.43, Synergy_HSA=6.91.